Dataset: Catalyst prediction with 721,799 reactions and 888 catalyst types from USPTO. Task: Predict which catalyst facilitates the given reaction. (1) Reactant: [N:1]([C@@H:4]1[CH2:8][CH2:7][CH2:6][C@H:5]1[OH:9])=[N+:2]=[N-:3].[H-].[Na+].F[C:13]1[CH:18]=[CH:17][C:16]([N+:19]([O-:21])=[O:20])=[CH:15][CH:14]=1. Product: [N+:19]([C:16]1[CH:17]=[CH:18][C:13]([O:9][C@@H:5]2[CH2:6][CH2:7][CH2:8][C@H:4]2[N:1]=[N+:2]=[N-:3])=[CH:14][CH:15]=1)([O-:21])=[O:20]. The catalyst class is: 3. (2) Reactant: [CH2:1]([O:3][C:4]1[CH:5]=[C:6]([CH:23]2[C:32]3[C:31](=[O:33])[CH2:30][CH:29]([CH2:34][CH2:35][CH3:36])[CH2:28][C:27]=3[NH:26][C:25]([CH3:37])=[C:24]2[C:38]#[N:39])[CH:7]=[C:8]([N+:20]([O-])=O)[C:9]=1[O:10][CH2:11][C:12]1[CH:17]=[CH:16][CH:15]=[C:14]([O:18][CH3:19])[CH:13]=1)[CH3:2].C(O)(=O)C. Product: [NH2:20][C:8]1[CH:7]=[C:6]([CH:23]2[C:32]3[C:31](=[O:33])[CH2:30][CH:29]([CH2:34][CH2:35][CH3:36])[CH2:28][C:27]=3[NH:26][C:25]([CH3:37])=[C:24]2[C:38]#[N:39])[CH:5]=[C:4]([O:3][CH2:1][CH3:2])[C:9]=1[O:10][CH2:11][C:12]1[CH:17]=[CH:16][CH:15]=[C:14]([O:18][CH3:19])[CH:13]=1. The catalyst class is: 324.